From a dataset of Catalyst prediction with 721,799 reactions and 888 catalyst types from USPTO. Predict which catalyst facilitates the given reaction. (1) Reactant: C(OC([N:8]1[CH2:13][CH2:12][CH:11]([C:14]2[O:15][C:16]([C:19]3[C:20]([NH2:32])=[N:21][CH:22]=[C:23]([C:25]4[CH:30]=[CH:29][C:28]([CH3:31])=[CH:27][CH:26]=4)[CH:24]=3)=[N:17][N:18]=2)[CH2:10][CH2:9]1)=O)(C)(C)C.Cl. Product: [NH:8]1[CH2:13][CH2:12][CH:11]([C:14]2[O:15][C:16]([C:19]3[C:20]([NH2:32])=[N:21][CH:22]=[C:23]([C:25]4[CH:30]=[CH:29][C:28]([CH3:31])=[CH:27][CH:26]=4)[CH:24]=3)=[N:17][N:18]=2)[CH2:10][CH2:9]1. The catalyst class is: 343. (2) Reactant: [C:1]([NH:4][C:5]1[C:19]([N+:20]([O-])=O)=[CH:18][C:8]([O:9][CH2:10][CH2:11][CH2:12][C:13]([O:15][CH2:16][CH3:17])=[O:14])=[CH:7][C:6]=1[CH3:23])(=[O:3])[CH3:2].[H][H]. Product: [C:1]([NH:4][C:5]1[C:6]([CH3:23])=[CH:7][C:8]([O:9][CH2:10][CH2:11][CH2:12][C:13]([O:15][CH2:16][CH3:17])=[O:14])=[CH:18][C:19]=1[NH2:20])(=[O:3])[CH3:2]. The catalyst class is: 50. (3) Reactant: N#N.[C:3]([O:9][C:10]1([C:13]2[N:14]=[C:15]([CH2:18][O:19][Si](C(C)(C)C)(C)C)[O:16][CH:17]=2)[CH2:12][CH2:11]1)(=[O:8])[C:4]([CH3:7])([CH3:6])[CH3:5].CCCC[N+](CCCC)(CCCC)CCCC.[F-]. Product: [C:3]([O:9][C:10]1([C:13]2[N:14]=[C:15]([CH2:18][OH:19])[O:16][CH:17]=2)[CH2:11][CH2:12]1)(=[O:8])[C:4]([CH3:7])([CH3:6])[CH3:5]. The catalyst class is: 721. (4) Reactant: [CH2:1]([O:3][C:4]([C:6]1[CH:7]=[N:8][C:9]2[C:14]([C:15]=1[C:16]1[CH:21]=[CH:20][CH:19]=[C:18]([CH:22]=[O:23])[CH:17]=1)=[CH:13][CH:12]=[C:11]([C:24]([F:27])([F:26])[F:25])[CH:10]=2)=[O:5])[CH3:2].[BH4-].[Na+]. Product: [CH2:1]([O:3][C:4]([C:6]1[CH:7]=[N:8][C:9]2[C:14]([C:15]=1[C:16]1[CH:21]=[CH:20][CH:19]=[C:18]([CH2:22][OH:23])[CH:17]=1)=[CH:13][CH:12]=[C:11]([C:24]([F:27])([F:25])[F:26])[CH:10]=2)=[O:5])[CH3:2]. The catalyst class is: 8.